This data is from Peptide-MHC class I binding affinity with 185,985 pairs from IEDB/IMGT. The task is: Regression. Given a peptide amino acid sequence and an MHC pseudo amino acid sequence, predict their binding affinity value. This is MHC class I binding data. The peptide sequence is FQQTNAMVT. The MHC is HLA-B15:01 with pseudo-sequence HLA-B15:01. The binding affinity (normalized) is 0.0301.